Task: Predict the reaction yield, written as a fraction of the theoretical maximum amount of product (1.0 means a 100% yield; for example, 0.34 means a 34% yield).. Dataset: Reaction yield outcomes from USPTO patents with 853,638 reactions (1) The yield is 0.560. The catalyst is C(O)C.C1COCC1. The reactants are [CH:1]1[C:6]([C:7]([NH2:9])=[S:8])=[CH:5][CH:4]=[N:3][CH:2]=1.Br[CH2:11][C:12](=O)[C:13]([O:15][CH2:16][CH3:17])=[O:14].N1C(C)=CC=CC=1C.O. The product is [N:3]1[CH:4]=[CH:5][C:6]([C:7]2[S:8][CH:11]=[C:12]([C:13]([O:15][CH2:16][CH3:17])=[O:14])[N:9]=2)=[CH:1][CH:2]=1. (2) The reactants are [NH2:1][C:2]1[CH:23]=[CH:22][C:5]([O:6][C:7]2[CH:8]=[CH:9][C:10]3[N:11]([CH:13]=[C:14]([NH:16][C:17]([CH:19]4[CH2:21][CH2:20]4)=[O:18])[N:15]=3)[CH:12]=2)=[C:4](F)[CH:3]=1.[F:25][C:26]1[CH:31]=[CH:30][C:29]([C:32]2[C:33]([CH3:42])=[CH:34][CH:35]=[C:36]([C:39](O)=[O:40])[N+:37]=2[O-:38])=[CH:28][CH:27]=1.CN(C(ON1N=NC2C=CC=NC1=2)=[N+](C)C)C.[F:60][P-](F)(F)(F)(F)F.C(N(CC)C(C)C)(C)C. The catalyst is CN(C)C(=O)C.C(OCC)(=O)C.O1CCCC1. The product is [CH:19]1([C:17]([NH:16][C:14]2[N:15]=[C:10]3[CH:9]=[CH:8][C:7]([O:6][C:5]4[CH:22]=[CH:23][C:2]([NH:1][C:39]([C:36]5[N+:37]([O-:38])=[C:32]([C:29]6[CH:30]=[CH:31][C:26]([F:25])=[CH:27][CH:28]=6)[C:33]([CH3:42])=[CH:34][CH:35]=5)=[O:40])=[C:3]([F:60])[CH:4]=4)=[CH:12][N:11]3[CH:13]=2)=[O:18])[CH2:21][CH2:20]1. The yield is 0.320. (3) The reactants are [C:1]([O:5][C:6](=[O:31])[CH2:7][O:8][C:9]1[C:14]2[CH2:15][CH2:16][CH2:17][CH2:18][CH:19]([NH:20][S:21]([C:24]3[CH:29]=[CH:28][C:27](I)=[CH:26][CH:25]=3)(=[O:23])=[O:22])[C:13]=2[CH:12]=[CH:11][CH:10]=1)([CH3:4])([CH3:3])[CH3:2].[CH3:32][C:33]1[CH:34]=[C:35](B(O)O)[CH:36]=[N:37][CH:38]=1.C([O-])([O-])=O.[K+].[K+]. The catalyst is O1CCOCC1.C1C=CC([P]([Pd]([P](C2C=CC=CC=2)(C2C=CC=CC=2)C2C=CC=CC=2)([P](C2C=CC=CC=2)(C2C=CC=CC=2)C2C=CC=CC=2)[P](C2C=CC=CC=2)(C2C=CC=CC=2)C2C=CC=CC=2)(C2C=CC=CC=2)C2C=CC=CC=2)=CC=1. The product is [C:1]([O:5][C:6](=[O:31])[CH2:7][O:8][C:9]1[C:14]2[CH2:15][CH2:16][CH2:17][CH2:18][CH:19]([NH:20][S:21]([C:24]3[CH:29]=[CH:28][C:27]([C:35]4[CH:36]=[N:37][CH:38]=[C:33]([CH3:32])[CH:34]=4)=[CH:26][CH:25]=3)(=[O:23])=[O:22])[C:13]=2[CH:12]=[CH:11][CH:10]=1)([CH3:4])([CH3:3])[CH3:2]. The yield is 0.690. (4) The reactants are [NH2:1][C:2]1[CH:7]=[CH:6][C:5]([C:8]2[CH:13]=[CH:12][C:11]([S:14]([NH:17][C@H:18]([C:22]([O:24]C)=[O:23])[CH:19]([CH3:21])[CH3:20])(=[O:16])=[O:15])=[CH:10][CH:9]=2)=[CH:4][CH:3]=1.[F:26][C:27]1[CH:28]=[C:29]([CH:33]=[CH:34][C:35]=1[F:36])[C:30](Cl)=[O:31].N1C=CC=CC=1. The catalyst is ClCCl. The product is [F:26][C:27]1[CH:28]=[C:29]([CH:33]=[CH:34][C:35]=1[F:36])[C:30]([NH:1][C:2]1[CH:7]=[CH:6][C:5]([C:8]2[CH:9]=[CH:10][C:11]([S:14]([NH:17][C@H:18]([C:22]([OH:24])=[O:23])[CH:19]([CH3:20])[CH3:21])(=[O:16])=[O:15])=[CH:12][CH:13]=2)=[CH:4][CH:3]=1)=[O:31]. The yield is 0.450. (5) The reactants are [CH3:1][O:2][C:3]([C:5]1[C:14]2[C:9](=[C:10]([N+:15]([O-])=O)[CH:11]=[CH:12][CH:13]=2)[N:8]=[CH:7][CH:6]=1)=[O:4].Cl[Sn]Cl. The catalyst is Cl.CO. The product is [CH3:1][O:2][C:3]([C:5]1[C:14]2[C:9](=[C:10]([NH2:15])[CH:11]=[CH:12][CH:13]=2)[N:8]=[CH:7][CH:6]=1)=[O:4]. The yield is 0.650. (6) The reactants are [Br:1][C:2]1[CH:9]=[CH:8][C:5]([CH2:6][OH:7])=[CH:4][CH:3]=1.C(N(CC)C(C)C)(C)C.[CH2:19]([O:21][CH2:22]Cl)[CH3:20]. The catalyst is C1COCC1.ClCCl.CCCCCC. The product is [Br:1][C:2]1[CH:9]=[CH:8][C:5]([CH2:6][O:7][CH2:22][O:21][CH2:19][CH3:20])=[CH:4][CH:3]=1. The yield is 1.00. (7) The reactants are [CH2:1]1[C:4]2([CH2:8][CH2:7][CH2:6][NH:5]2)[CH2:3][O:2]1.C(N(CC)CC)C.[CH3:16][O:17][C:18]1[CH:23]=[CH:22][C:21]([C:24]2[O:28][C:27]([C:29]([N:31]3[CH2:34][CH:33]([O:35][C:36]4[CH:43]=[CH:42][C:39]([CH:40]=O)=[CH:38][CH:37]=4)[CH2:32]3)=[O:30])=[N:26][N:25]=2)=[CH:20][CH:19]=1.[Na].C([O-])(O)=O.[Na+]. The catalyst is ClCCl. The yield is 0.600. The product is [CH2:3]1[C:4]2([CH2:8][CH2:7][CH2:6][N:5]2[CH2:40][C:39]2[CH:38]=[CH:37][C:36]([O:35][CH:33]3[CH2:34][N:31]([C:29]([C:27]4[O:28][C:24]([C:21]5[CH:22]=[CH:23][C:18]([O:17][CH3:16])=[CH:19][CH:20]=5)=[N:25][N:26]=4)=[O:30])[CH2:32]3)=[CH:43][CH:42]=2)[CH2:1][O:2]1.